From a dataset of Reaction yield outcomes from USPTO patents with 853,638 reactions. Predict the reaction yield, written as a fraction of the theoretical maximum amount of product (1.0 means a 100% yield; for example, 0.34 means a 34% yield). (1) The reactants are C([CH:4]([C:18](/[CH:20]=[CH:21]/[C:22]1[CH:30]=[C:27]([O:28][CH3:29])[C:25]([OH:26])=[CH:24][CH:23]=1)=[O:19])[C:5](=[O:17])/[CH:6]=[CH:7]/[C:8]1[CH:9]=[C:10]([C:13]([OH:16])=[CH:14][CH:15]=1)[O:11][CH3:12])C#C.[N:31]([CH2:34][CH2:35][O:36][CH2:37][CH2:38][O:39][CH2:40][CH2:41][OH:42])=[N+:32]=[N-:33].O=[C:44]1O[C@H]([C@H](CO)O)[C:47]([O-])=[C:45]1O.[Na+]. The catalyst is CC(O)(C)C.C(Cl)(Cl)Cl.O.CC([O-])=O.CC([O-])=O.[Cu+2]. The product is [CH3:29][O:28][C:27]1[C:25]([OH:26])=[CH:24][CH:23]=[C:22](/[CH:21]=[CH:20]/[C:18]([CH2:4][C:5](/[CH:6]=[CH:7]/[C:8]2[CH:9]=[C:10]([O:11][CH3:12])[C:13]([OH:16])=[CH:14][CH:15]=2)=[O:17])=[O:19])[CH:30]=1.[CH2:44]=[C:45]1[CH2:47][N:31]([CH2:34][CH2:35][O:36][CH2:37][CH2:38][O:39][CH2:40][CH2:41][OH:42])[N:32]=[N:33]1. The yield is 0.260. (2) The reactants are Cl[CH2:2][CH2:3][NH:4][C:5]([NH:7][C:8]1[CH:9]=[N:10][CH:11]=[CH:12][C:13]=1[CH3:14])=[O:6].[H-].[Na+]. The catalyst is CN(C=O)C.C1COCC1. The product is [CH3:14][C:13]1[CH:12]=[CH:11][N:10]=[CH:9][C:8]=1[N:7]1[CH2:2][CH2:3][NH:4][C:5]1=[O:6]. The yield is 0.910. (3) The reactants are [F:1][C:2]1[CH:7]=[C:6]([F:8])[C:5]([O:9][CH3:10])=[CH:4][C:3]=1[C:11]1[CH:16]=[CH:15][N:14]=[CH:13][C:12]=1[NH:17][CH3:18].[CH3:19][S:20]([C:23]1[CH:24]=[C:25]([CH:29]=[C:30]([C:32]([F:35])([F:34])[F:33])[CH:31]=1)[C:26]([OH:28])=O)(=[O:22])=[O:21].O=P(Cl)(Cl)Cl. The catalyst is N1C=CC=CC=1. The product is [F:1][C:2]1[CH:7]=[C:6]([F:8])[C:5]([O:9][CH3:10])=[CH:4][C:3]=1[C:11]1[CH:16]=[CH:15][N:14]=[CH:13][C:12]=1[N:17]([CH3:18])[C:26](=[O:28])[C:25]1[CH:29]=[C:30]([C:32]([F:35])([F:34])[F:33])[CH:31]=[C:23]([S:20]([CH3:19])(=[O:21])=[O:22])[CH:24]=1. The yield is 0.290. (4) The reactants are [F:1][C:2]1[CH:7]=[CH:6][C:5]([C:8]2[N:12]=[N:11][N:10]([CH3:13])[C:9]=2[C:14]#[C:15][C:16]2[CH:24]=[CH:23][C:19]([C:20]([OH:22])=O)=[CH:18][N:17]=2)=[CH:4][CH:3]=1.[NH2:25][CH:26]1[CH2:31][CH2:30][O:29][CH2:28][CH2:27]1. No catalyst specified. The product is [F:1][C:2]1[CH:3]=[CH:4][C:5]([C:8]2[N:12]=[N:11][N:10]([CH3:13])[C:9]=2[C:14]#[C:15][C:16]2[CH:24]=[CH:23][C:19]([C:20]([NH:25][CH:26]3[CH2:31][CH2:30][O:29][CH2:28][CH2:27]3)=[O:22])=[CH:18][N:17]=2)=[CH:6][CH:7]=1. The yield is 0.740. (5) The reactants are [OH:1][CH:2]([CH:29]([CH3:31])[CH3:30])[C:3]([N:5]1[CH2:10][CH2:9][N:8]([C:11]2[C:20]3[C:15](=[CH:16][C:17]([CH3:21])=[CH:18][CH:19]=3)[N:14]=[C:13]([C:22]3[CH:27]=[CH:26][CH:25]=[CH:24][C:23]=3[OH:28])[N:12]=2)[CH2:7][CH2:6]1)=[O:4].CCOCC.[ClH:37]. The catalyst is C(Cl)Cl. The product is [ClH:37].[OH:1][CH:2]([CH:29]([CH3:31])[CH3:30])[C:3]([N:5]1[CH2:10][CH2:9][N:8]([C:11]2[C:20]3[C:15](=[CH:16][C:17]([CH3:21])=[CH:18][CH:19]=3)[N:14]=[C:13]([C:22]3[CH:27]=[CH:26][CH:25]=[CH:24][C:23]=3[OH:28])[N:12]=2)[CH2:7][CH2:6]1)=[O:4]. The yield is 0.830.